Dataset: Full USPTO retrosynthesis dataset with 1.9M reactions from patents (1976-2016). Task: Predict the reactants needed to synthesize the given product. (1) Given the product [CH3:1][O:2][C:3]1[C:8]2[N:9]=[C:10]([NH:12][C:19](=[O:22])[CH2:20][CH3:21])[S:11][C:7]=2[C:6]([N:13]2[CH2:18][CH2:17][O:16][CH2:15][CH2:14]2)=[CH:5][CH:4]=1, predict the reactants needed to synthesize it. The reactants are: [CH3:1][O:2][C:3]1[C:8]2[N:9]=[C:10]([NH2:12])[S:11][C:7]=2[C:6]([N:13]2[CH2:18][CH2:17][O:16][CH2:15][CH2:14]2)=[CH:5][CH:4]=1.[C:19](Cl)(=[O:22])[CH2:20][CH3:21]. (2) Given the product [CH3:1][S:2]([O:19][CH:18]([C:20]1[CH:25]=[CH:24][CH:23]=[C:22]([N+:26]([O-:28])=[O:27])[CH:21]=1)[CH2:17][CH2:16][CH:15]([O:29][S:2]([CH3:1])(=[O:4])=[O:3])[C:11]1[CH:12]=[CH:13][CH:14]=[C:9]([N+:6]([O-:8])=[O:7])[CH:10]=1)(=[O:4])=[O:3], predict the reactants needed to synthesize it. The reactants are: [CH3:1][S:2](Cl)(=[O:4])=[O:3].[N+:6]([C:9]1[CH:10]=[C:11]([CH:15]([OH:29])[CH2:16][CH2:17][CH:18]([C:20]2[CH:25]=[CH:24][CH:23]=[C:22]([N+:26]([O-:28])=[O:27])[CH:21]=2)[OH:19])[CH:12]=[CH:13][CH:14]=1)([O-:8])=[O:7].C(N(CC)CC)C. (3) Given the product [C:1]([O:5][C:6]([NH:8][S:9]([N:12]1[CH2:17][CH2:16][CH2:15][CH2:14]1)(=[O:10])=[O:11])=[O:7])([CH3:2])([CH3:3])[CH3:4], predict the reactants needed to synthesize it. The reactants are: [C:1]([O:5][C:6]([N-:8][S:9]([N:12]1[CH:17]=[CH:16][C:15](=[N+](C)C)[CH:14]=C1)(=[O:11])=[O:10])=[O:7])([CH3:4])([CH3:3])[CH3:2].N1CCCC1. (4) Given the product [C:19]([C:18]1[C:17]([N+:14]([O-:16])=[O:15])=[CH:24][CH:23]=[CH:22][C:21]=1[O:1][CH2:2][CH2:3][CH2:4][CH2:5][NH:6][C:7](=[O:13])[O:8][C:9]([CH3:10])([CH3:12])[CH3:11])#[N:20], predict the reactants needed to synthesize it. The reactants are: [OH:1][CH2:2][CH2:3][CH2:4][CH2:5][NH:6][C:7](=[O:13])[O:8][C:9]([CH3:12])([CH3:11])[CH3:10].[N+:14]([C:17]1[CH:24]=[CH:23][CH:22]=[C:21]([N+]([O-])=O)[C:18]=1[C:19]#[N:20])([O-:16])=[O:15]. (5) Given the product [C:30]([C:29]1[C:15]2[C:14]([N:11]3[CH2:12][CH2:13][NH:8][CH2:9][CH2:10]3)=[N:19][C:18]([C:20]3[CH:25]=[CH:24][N:23]=[CH:22][CH:21]=3)=[N:17][C:16]=2[CH:26]=[N:27][CH:28]=1)([CH3:32])=[CH2:31], predict the reactants needed to synthesize it. The reactants are: C(OC([N:8]1[CH2:13][CH2:12][N:11]([C:14]2[C:15]3[C:29]([C:30]([CH3:32])=[CH2:31])=[CH:28][N:27]=[CH:26][C:16]=3[N:17]=[C:18]([C:20]3[CH:25]=[CH:24][N:23]=[CH:22][CH:21]=3)[N:19]=2)[CH2:10][CH2:9]1)=O)(C)(C)C.Cl. (6) Given the product [Br:1][C:2]1[CH:8]=[CH:7][C:5]([NH2:6])=[C:4]([I:9])[CH:3]=1, predict the reactants needed to synthesize it. The reactants are: [Br:1][C:2]1[CH:8]=[CH:7][C:5]([NH2:6])=[CH:4][CH:3]=1.[I:9]I.OO. (7) Given the product [Cl:26][C:27]1[CH:36]=[CH:35][CH:34]=[C:33]2[C:28]=1[CH:29]=[CH:30][C:31]([S:37]([NH:1][C@@H:2]1[CH2:3][CH2:4][C:5]3[C:10](=[C:9]([N:12]4[CH2:13][CH2:14][NH:15][CH2:16][CH2:17]4)[CH:8]=[CH:7][C:6]=3[CH3:25])[CH2:11]1)(=[O:38])=[O:39])=[CH:32]2, predict the reactants needed to synthesize it. The reactants are: [NH2:1][C@H:2]1[CH2:11][C:10]2[C:9]([N:12]3[CH2:17][CH2:16][N:15](C(OC(C)(C)C)=O)[CH2:14][CH2:13]3)=[CH:8][CH:7]=[C:6]([CH3:25])[C:5]=2[CH2:4][CH2:3]1.[Cl:26][C:27]1[CH:36]=[CH:35][CH:34]=[C:33]2[C:28]=1[CH:29]=[CH:30][C:31]([S:37](Cl)(=[O:39])=[O:38])=[CH:32]2.CCN(C(C)C)C(C)C.C(O)(C(F)(F)F)=O. (8) Given the product [CH3:25][N:26]([CH2:27][CH2:28][CH2:29][S:30][CH2:31][CH2:32][CH2:33][C:34]([F:40])([F:39])[C:35]([F:38])([F:37])[F:36])[CH2:2][CH2:3][CH2:4][CH2:5][CH2:6][C:7]1[C:13]2[CH:14]=[CH:15][C:16]([OH:18])=[CH:17][C:12]=2[CH2:11][CH2:10][CH2:9][C:8]=1[C:19]1[CH:24]=[CH:23][CH:22]=[CH:21][CH:20]=1, predict the reactants needed to synthesize it. The reactants are: Br[CH2:2][CH2:3][CH2:4][CH2:5][CH2:6][C:7]1[C:13]2[CH:14]=[CH:15][C:16]([OH:18])=[CH:17][C:12]=2[CH2:11][CH2:10][CH2:9][C:8]=1[C:19]1[CH:24]=[CH:23][CH:22]=[CH:21][CH:20]=1.[CH3:25][NH:26][CH2:27][CH2:28][CH2:29][S:30][CH2:31][CH2:32][CH2:33][C:34]([F:40])([F:39])[C:35]([F:38])([F:37])[F:36].